Dataset: Peptide-MHC class I binding affinity with 185,985 pairs from IEDB/IMGT. Task: Regression. Given a peptide amino acid sequence and an MHC pseudo amino acid sequence, predict their binding affinity value. This is MHC class I binding data. (1) The peptide sequence is AEFPVGSTA. The MHC is HLA-A26:01 with pseudo-sequence HLA-A26:01. The binding affinity (normalized) is 0.0847. (2) The peptide sequence is LIEWENPSGW. The MHC is Mamu-B17 with pseudo-sequence Mamu-B17. The binding affinity (normalized) is 0.686. (3) The peptide sequence is IHFMREYWF. The binding affinity (normalized) is 0.648. The MHC is HLA-A30:01 with pseudo-sequence HLA-A30:01. (4) The peptide sequence is WMACHSAAF. The MHC is HLA-A01:01 with pseudo-sequence HLA-A01:01. The binding affinity (normalized) is 0.0847. (5) The peptide sequence is RIRSERPAF. The MHC is HLA-B40:01 with pseudo-sequence HLA-B40:01. The binding affinity (normalized) is 0.0847. (6) The peptide sequence is NLTEEMAAL. The binding affinity (normalized) is 0.0847. The MHC is HLA-B51:01 with pseudo-sequence HLA-B51:01. (7) The peptide sequence is FVLAAVYRI. The binding affinity (normalized) is 0.779. The MHC is HLA-A68:02 with pseudo-sequence HLA-A68:02. (8) The peptide sequence is SNSEDLLKAV. The MHC is HLA-A68:02 with pseudo-sequence HLA-A68:02. The binding affinity (normalized) is 0.0140. (9) The peptide sequence is TSCLETMEVV. The MHC is Mamu-A01 with pseudo-sequence Mamu-A01. The binding affinity (normalized) is 0.0627. (10) The peptide sequence is FLPSDYFPSV. The MHC is Mamu-A02 with pseudo-sequence Mamu-A02. The binding affinity (normalized) is 0.